From a dataset of Peptide-MHC class II binding affinity with 134,281 pairs from IEDB. Regression. Given a peptide amino acid sequence and an MHC pseudo amino acid sequence, predict their binding affinity value. This is MHC class II binding data. (1) The peptide sequence is PSFAGLRPTFDTRLM. The MHC is DRB1_1101 with pseudo-sequence DRB1_1101. The binding affinity (normalized) is 0.297. (2) The peptide sequence is SCWRGDSNWAQNRMK. The MHC is HLA-DQA10101-DQB10501 with pseudo-sequence HLA-DQA10101-DQB10501. The binding affinity (normalized) is 0.116. (3) The peptide sequence is ERSLWIIFSKNLNIK. The MHC is DRB1_1501 with pseudo-sequence DRB1_1501. The binding affinity (normalized) is 0.974. (4) The peptide sequence is AAHSAAFEDLRVSSY. The MHC is DRB1_0404 with pseudo-sequence DRB1_0404. The binding affinity (normalized) is 0.449. (5) The peptide sequence is GCAINFGKRELKCGD. The MHC is HLA-DQA10102-DQB10501 with pseudo-sequence HLA-DQA10102-DQB10501. The binding affinity (normalized) is 0. (6) The peptide sequence is SGDVIVKAIGALEDI. The MHC is DRB1_1501 with pseudo-sequence DRB1_1501. The binding affinity (normalized) is 0.649. (7) The peptide sequence is YEDAKSPLTASKLTY. The MHC is DRB1_0802 with pseudo-sequence DRB1_0802. The binding affinity (normalized) is 0.441.